From a dataset of Forward reaction prediction with 1.9M reactions from USPTO patents (1976-2016). Predict the product of the given reaction. (1) Given the reactants C([O:3][C:4]([C:6]1[NH:7][C:8]2[C:13]([CH:14]=1)=[CH:12][C:11]([O:15][CH2:16][CH:17]1[CH2:22][CH2:21][N:20]([CH3:23])[CH2:19][CH2:18]1)=[CH:10][CH:9]=2)=[O:5])C.[OH-].[Na+].[ClH:26], predict the reaction product. The product is: [ClH:26].[CH3:23][N:20]1[CH2:21][CH2:22][CH:17]([CH2:16][O:15][C:11]2[CH:12]=[C:13]3[C:8](=[CH:9][CH:10]=2)[NH:7][C:6]([C:4]([OH:5])=[O:3])=[CH:14]3)[CH2:18][CH2:19]1. (2) Given the reactants [CH2:1]([C:8]1[O:12][C:11]([C:13]2[CH:18]=[C:17]([F:19])[CH:16]=[CH:15][C:14]=2[F:20])=[N:10][C:9]=1[C@H:21]([N:26]([CH2:32][C@H:33]1[C@@H:37]([F:38])[CH2:36][N:35](C(OCC2C=CC=CC=2)=O)[CH2:34]1)[C:27](=[O:31])[C@@H:28]([OH:30])[CH3:29])[C:22]([CH3:25])([CH3:24])[CH3:23])[C:2]1[CH:7]=[CH:6][CH:5]=[CH:4][CH:3]=1, predict the reaction product. The product is: [CH2:1]([C:8]1[O:12][C:11]([C:13]2[CH:18]=[C:17]([F:19])[CH:16]=[CH:15][C:14]=2[F:20])=[N:10][C:9]=1[C@H:21]([N:26]([CH2:32][C@H:33]1[C@@H:37]([F:38])[CH2:36][NH:35][CH2:34]1)[C:27](=[O:31])[C@@H:28]([OH:30])[CH3:29])[C:22]([CH3:25])([CH3:23])[CH3:24])[C:2]1[CH:7]=[CH:6][CH:5]=[CH:4][CH:3]=1. (3) Given the reactants [CH:1]1([C@H:5]([NH:7][C:8]2[N:16]=C(C#N)[N:14]=[C:13]3[C:9]=2[N:10]([CH2:19][C@H:20]2[CH2:25][CH2:24][C@H:23]([CH3:26])[CH2:22][CH2:21]2)[CH:11]=[N:12]3)[CH3:6])[CH2:4][CH2:3][CH2:2]1.[OH-:27].[Na+].[CH3:29][CH2:30][OH:31], predict the reaction product. The product is: [CH:1]1([C@H:5]([NH:7][C:8]2[N:16]=[C:29]([C:30]([OH:27])=[O:31])[N:14]=[C:13]3[C:9]=2[N:10]([CH2:19][C@H:20]2[CH2:25][CH2:24][C@H:23]([CH3:26])[CH2:22][CH2:21]2)[CH:11]=[N:12]3)[CH3:6])[CH2:4][CH2:3][CH2:2]1. (4) Given the reactants [NH2:1][C:2]1[C:3]([I:12])=[C:4]([CH:9]=[CH:10][CH:11]=1)[C:5]([O:7][CH3:8])=[O:6].C(N(CC)CC)C.[C:20](Cl)(=[O:22])[CH3:21], predict the reaction product. The product is: [C:20]([NH:1][C:2]1[C:3]([I:12])=[C:4]([CH:9]=[CH:10][CH:11]=1)[C:5]([O:7][CH3:8])=[O:6])(=[O:22])[CH3:21]. (5) Given the reactants Cl[C:2]1[CH:7]=[C:6]([NH:8][CH2:9][C:10]2[CH:15]=[CH:14][CH:13]=[CH:12][N:11]=2)[C:5]([N+:16]([O-:18])=[O:17])=[CH:4][N:3]=1.[CH3:19][C:20]1(C)[C:24](C)(C)OB(C(C)=C)O1.C(=O)([O-])[O-].[Cs+].[Cs+].O, predict the reaction product. The product is: [N+:16]([C:5]1[C:6]([NH:8][CH2:9][C:10]2[CH:15]=[CH:14][CH:13]=[CH:12][N:11]=2)=[CH:7][C:2]([C:20]([CH3:24])=[CH2:19])=[N:3][CH:4]=1)([O-:18])=[O:17].